Dataset: Reaction yield outcomes from USPTO patents with 853,638 reactions. Task: Predict the reaction yield, written as a fraction of the theoretical maximum amount of product (1.0 means a 100% yield; for example, 0.34 means a 34% yield). (1) The reactants are C1CCN2C(=NCCC2)CC1.[CH3:12][CH:13]([O:15][C:16]1[CH:23]=[CH:22][C:21]([C:24]2[S:25][C:26]([N:29]3[C:37]([CH3:38])=[C:32]4[CH2:33][NH:34][CH2:35][CH2:36][C:31]4=[N:30]3)=[N:27][N:28]=2)=[CH:20][C:17]=1[C:18]#[N:19])[CH3:14].[C:39]([O:43][C:44]([CH3:47])([CH3:46])[CH3:45])(=[O:42])[CH:40]=[CH2:41]. The catalyst is CN(C=O)C. The product is [C:18]([C:17]1[CH:20]=[C:21]([C:24]2[S:25][C:26]([N:29]3[C:37]([CH3:38])=[C:32]4[CH2:33][N:34]([CH2:41][CH2:40][C:39]([O:43][C:44]([CH3:47])([CH3:46])[CH3:45])=[O:42])[CH2:35][CH2:36][C:31]4=[N:30]3)=[N:27][N:28]=2)[CH:22]=[CH:23][C:16]=1[O:15][CH:13]([CH3:12])[CH3:14])#[N:19]. The yield is 0.760. (2) The reactants are [C:1]([O:4][CH2:5][C:6]1[C:11](Br)=[CH:10][C:9]([F:13])=[CH:8][C:7]=1[N:14]1[C:26](=[O:27])[C:25]2[S:24][C:23]3[CH2:22][CH2:21][CH2:20][CH2:19][C:18]=3[C:17]=2[CH:16]=[N:15]1)(=[O:3])[CH3:2].[CH3:28][C:29]1([CH3:45])[C:33]([CH3:35])([CH3:34])[O:32][B:31]([B:31]2[O:32][C:33]([CH3:35])([CH3:34])[C:29]([CH3:45])([CH3:28])[O:30]2)[O:30]1.CC([O-])=O.[K+]. The catalyst is O1CCOCC1.C1C=CC(P(C2C=CC=CC=2)[C-]2C=CC=C2)=CC=1.C1C=CC(P(C2C=CC=CC=2)[C-]2C=CC=C2)=CC=1.Cl[Pd]Cl.[Fe+2]. The product is [C:1]([O:4][CH2:5][C:6]1[C:11]([B:31]2[O:32][C:33]([CH3:35])([CH3:34])[C:29]([CH3:45])([CH3:28])[O:30]2)=[CH:10][C:9]([F:13])=[CH:8][C:7]=1[N:14]1[C:26](=[O:27])[C:25]2[S:24][C:23]3[CH2:22][CH2:21][CH2:20][CH2:19][C:18]=3[C:17]=2[CH:16]=[N:15]1)(=[O:3])[CH3:2]. The yield is 0.700. (3) The reactants are Br[C:2]([CH3:9])([CH3:8])[C:3]([O:5][CH2:6][CH3:7])=[O:4].[C:10]([O-:13])(=[S:12])[CH3:11].[K+]. The catalyst is CN(C=O)C. The product is [CH2:6]([O:5][C:3](=[O:4])[C:2]([S:12][C:10](=[O:13])[CH3:11])([CH3:9])[CH3:8])[CH3:7]. The yield is 0.730. (4) The reactants are [Br:1][C:2]1[CH:3]=[C:4]2[C:9](=[CH:10][CH:11]=1)[CH2:8][C:7](=[O:12])[CH2:6][CH2:5]2.[CH2:13](O)[CH2:14][OH:15]. The catalyst is C1C=CC=CC=1.C1(C)C=CC(S(O)(=O)=O)=CC=1. The product is [Br:1][C:2]1[CH:3]=[C:4]2[C:9](=[CH:10][CH:11]=1)[CH2:8][C:7]1([O:15][CH2:14][CH2:13][O:12]1)[CH2:6][CH2:5]2. The yield is 0.780. (5) The yield is 0.830. The product is [N:1]1[CH:6]=[CH:5][CH:4]=[C:3]([N:7]2[CH:11]=[C:10]([NH:12][C:13](=[O:14])[O:15][C:16]([CH3:19])([CH3:18])[CH3:17])[CH:9]=[N:8]2)[CH:2]=1. The catalyst is O1CCCC1.O. The reactants are [N:1]1[CH:6]=[CH:5][CH:4]=[C:3]([N:7]2[CH:11]=[C:10]([NH2:12])[CH:9]=[N:8]2)[CH:2]=1.[C:13](O[C:13]([O:15][C:16]([CH3:19])([CH3:18])[CH3:17])=[O:14])([O:15][C:16]([CH3:19])([CH3:18])[CH3:17])=[O:14].C(=O)(O)[O-].[Na+]. (6) The reactants are [F:1][C:2]([F:29])([F:28])[C:3]1[CH:4]=[C:5]([C@H:13]2[C@H:22]([C:23](O)=[O:24])[C:21]3[C:16](=[CH:17][CH:18]=[CH:19][CH:20]=3)[C:15](=[O:26])[N:14]2[CH3:27])[CH:6]=[C:7]([C:9]([F:12])([F:11])[F:10])[CH:8]=1.C1CN([P+](ON2N=NC3C=CC=CC2=3)(N2CCCC2)N2CCCC2)CC1.F[P-](F)(F)(F)(F)F.[CH2:63]([NH2:69])[C:64]1[O:68][CH:67]=[CH:66][CH:65]=1.C(N(CC)C(C)C)(C)C. The catalyst is ClCCl. The product is [F:12][C:9]([F:11])([F:10])[C:7]1[CH:6]=[C:5]([C@H:13]2[C@H:22]([C:23]([NH:69][CH2:63][C:64]3[O:68][CH:67]=[CH:66][CH:65]=3)=[O:24])[C:21]3[C:16](=[CH:17][CH:18]=[CH:19][CH:20]=3)[C:15](=[O:26])[N:14]2[CH3:27])[CH:4]=[C:3]([C:2]([F:1])([F:29])[F:28])[CH:8]=1. The yield is 0.915.